Dataset: NCI-60 drug combinations with 297,098 pairs across 59 cell lines. Task: Regression. Given two drug SMILES strings and cell line genomic features, predict the synergy score measuring deviation from expected non-interaction effect. Synergy scores: CSS=1.05, Synergy_ZIP=-3.36, Synergy_Bliss=-2.61, Synergy_Loewe=-14.3, Synergy_HSA=-5.66. Cell line: MCF7. Drug 1: CC1=CC=C(C=C1)C2=CC(=NN2C3=CC=C(C=C3)S(=O)(=O)N)C(F)(F)F. Drug 2: CN(CCCl)CCCl.Cl.